Dataset: Forward reaction prediction with 1.9M reactions from USPTO patents (1976-2016). Task: Predict the product of the given reaction. (1) Given the reactants [CH3:1][N:2]1[CH:6]=[C:5]([C:7]2[CH:12]=[CH:11][C:10]([NH:13][C:14]3[C:18]4[CH2:19][N:20]([C:23](=[O:25])[CH3:24])[CH2:21][CH2:22][C:17]=4[NH:16][N:15]=3)=[CH:9][CH:8]=2)[CH:4]=[N:3]1.[C:26](#[N:29])[CH:27]=[CH2:28], predict the reaction product. The product is: [C:23]([N:20]1[CH2:21][CH2:22][C:17]2[N:16]([CH2:28][CH2:27][C:26]#[N:29])[N:15]=[C:14]([NH:13][C:10]3[CH:11]=[CH:12][C:7]([C:5]4[CH:4]=[N:3][N:2]([CH3:1])[CH:6]=4)=[CH:8][CH:9]=3)[C:18]=2[CH2:19]1)(=[O:25])[CH3:24]. (2) Given the reactants [NH2:1][C:2]1[CH:7]=[CH:6][C:5]([N:8]2[CH2:13][CH2:12][N:11]([C:14]([O:16][C:17]([CH3:20])([CH3:19])[CH3:18])=[O:15])[CH2:10][CH2:9]2)=[CH:4][CH:3]=1.[C:21](N1C=CN=C1)(N1C=CN=C1)=[S:22], predict the reaction product. The product is: [N:1]([C:2]1[CH:7]=[CH:6][C:5]([N:8]2[CH2:13][CH2:12][N:11]([C:14]([O:16][C:17]([CH3:20])([CH3:19])[CH3:18])=[O:15])[CH2:10][CH2:9]2)=[CH:4][CH:3]=1)=[C:21]=[S:22]. (3) Given the reactants [CH3:1][O:2][C:3]([C:5]1([CH3:16])[CH2:8][N:7](C(OC(C)(C)C)=O)[CH2:6]1)=[O:4].[ClH:17], predict the reaction product. The product is: [ClH:17].[CH3:1][O:2][C:3]([C:5]1([CH3:16])[CH2:8][NH:7][CH2:6]1)=[O:4]. (4) Given the reactants [CH3:1][O:2][C:3]1[CH:4]=[C:5]([C:9]2[O:13][C:12]([CH3:14])=[C:11]([CH:15]([NH:20][C:21]3[CH:29]=[CH:28][C:24]([C:25](O)=[O:26])=[CH:23][CH:22]=3)[CH2:16][CH:17]([CH3:19])[CH3:18])[CH:10]=2)[CH:6]=[CH:7][CH:8]=1.[CH3:30][NH:31][CH2:32][CH2:33][C:34]([O:36][CH2:37][CH3:38])=[O:35].Cl.C(N=C=NCCCN(C)C)C.O.OC1C2N=NNC=2C=CC=1, predict the reaction product. The product is: [CH3:1][O:2][C:3]1[CH:4]=[C:5]([C:9]2[O:13][C:12]([CH3:14])=[C:11]([CH:15]([NH:20][C:21]3[CH:29]=[CH:28][C:24]([C:25]([N:31]([CH3:30])[CH2:32][CH2:33][C:34]([O:36][CH2:37][CH3:38])=[O:35])=[O:26])=[CH:23][CH:22]=3)[CH2:16][CH:17]([CH3:18])[CH3:19])[CH:10]=2)[CH:6]=[CH:7][CH:8]=1. (5) The product is: [C:12]1([C:5]2[C:6]3[C:11](=[N:10][CH:9]=[CH:8][CH:7]=3)[NH:3][CH:4]=2)[CH2:17][CH2:16][CH2:15][CH2:14][CH:13]=1. Given the reactants [H-].[Na+].[NH:3]1[C:11]2[C:6](=[CH:7][CH:8]=[CH:9][N:10]=2)[CH:5]=[CH:4]1.[C:12]1(=O)[CH2:17][CH2:16][CH2:15][CH2:14][CH2:13]1, predict the reaction product. (6) Given the reactants Br[C:2]1[CH:3]=[C:4]([CH:8]2[C:17]3[CH:18]=[C:19]([NH:22][S:23]([CH3:26])(=[O:25])=[O:24])[CH:20]=[CH:21][C:16]=3[C:15]3[C:10](=[CH:11][CH:12]=[CH:13][C:14]=3[O:27][CH3:28])[O:9]2)[CH:5]=[CH:6][CH:7]=1.[C:29]1([CH:35]=[CH:36]B(O)O)[CH:34]=[CH:33][CH:32]=[CH:31][CH:30]=1.C([O-])([O-])=O.[Na+].[Na+], predict the reaction product. The product is: [CH3:28][O:27][C:14]1[CH:13]=[CH:12][CH:11]=[C:10]2[C:15]=1[C:16]1[CH:21]=[CH:20][C:19]([NH:22][S:23]([CH3:26])(=[O:24])=[O:25])=[CH:18][C:17]=1[CH:8]([C:4]1[CH:5]=[CH:6][CH:7]=[C:2](/[CH:36]=[CH:35]/[C:29]3[CH:34]=[CH:33][CH:32]=[CH:31][CH:30]=3)[CH:3]=1)[O:9]2. (7) Given the reactants [O:1]=[S:2]1(=[O:26])[C:8]2[CH:9]=[C:10]([OH:13])[CH:11]=[CH:12][C:7]=2[N:6]([C:14]2[CH:19]=[CH:18][CH:17]=[CH:16][CH:15]=2)[CH2:5][C:4]([CH2:22][CH2:23][CH2:24][CH3:25])([CH2:20][CH3:21])[CH2:3]1.Br[CH2:28][C:29]([O:31][CH2:32][CH3:33])=[O:30].C(=O)([O-])[O-].[Na+].[Na+], predict the reaction product. The product is: [O:26]=[S:2]1(=[O:1])[C:8]2[CH:9]=[C:10]([O:13][CH2:28][C:29]([O:31][CH2:32][CH3:33])=[O:30])[CH:11]=[CH:12][C:7]=2[N:6]([C:14]2[CH:19]=[CH:18][CH:17]=[CH:16][CH:15]=2)[CH2:5][C:4]([CH2:22][CH2:23][CH2:24][CH3:25])([CH2:20][CH3:21])[CH2:3]1.